Dataset: Reaction yield outcomes from USPTO patents with 853,638 reactions. Task: Predict the reaction yield, written as a fraction of the theoretical maximum amount of product (1.0 means a 100% yield; for example, 0.34 means a 34% yield). (1) The reactants are [C:1]1([S:7]([N:10]2[C:14]3=[N:15][CH:16]=[CH:17][C:18]([C:19]4[CH:24]=[CH:23][C:22]([S:25]([N:28]5[CH2:32][CH2:31][CH2:30][CH2:29]5)(=[O:27])=[O:26])=[CH:21][CH:20]=4)=[C:13]3[CH:12]=[CH:11]2)(=[O:9])=[O:8])[CH:6]=[CH:5][CH:4]=[CH:3][CH:2]=1.[Li+].CC([N-]C(C)C)C.CCCCCCC.C1C[O:51][CH2:50]C1.C(C1C=CC=CC=1)C.CN(C=O)C. The catalyst is C1COCC1. The product is [C:1]1([S:7]([N:10]2[C:14]3=[N:15][CH:16]=[CH:17][C:18]([C:19]4[CH:20]=[CH:21][C:22]([S:25]([N:28]5[CH2:32][CH2:31][CH2:30][CH2:29]5)(=[O:26])=[O:27])=[CH:23][CH:24]=4)=[C:13]3[CH:12]=[C:11]2[CH:50]=[O:51])(=[O:9])=[O:8])[CH:2]=[CH:3][CH:4]=[CH:5][CH:6]=1. The yield is 0.730. (2) The catalyst is C(=O)(O)[O-]. The product is [CH2:15]([O:14][C:8](=[O:13])[CH:9]([C:18]1[CH:23]=[C:22]([O:24][CH:25]2[CH2:34][CH2:33][C:28]3([O:32][CH2:31][CH2:30][O:29]3)[CH2:27][CH2:26]2)[N:21]=[C:20]([C:35]([F:38])([F:37])[F:36])[N:19]=1)[C:10]([O:12][CH2:2][CH3:3])=[O:11])[CH3:16]. The yield is 0.900. The reactants are O1CC[CH2:3][CH2:2]1.[H-].[Na+].[C:8]([O:14][CH2:15][CH3:16])(=[O:13])[CH2:9][C:10]([O-:12])=[O:11].Cl[C:18]1[CH:23]=[C:22]([O:24][CH:25]2[CH2:34][CH2:33][C:28]3([O:32][CH2:31][CH2:30][O:29]3)[CH2:27][CH2:26]2)[N:21]=[C:20]([C:35]([F:38])([F:37])[F:36])[N:19]=1. (3) The product is [CH3:7][C@@H:8]1[CH2:36][O:35][C@@:11]2([O:15][C@H:14]3[CH2:16][C@H:17]4[C@@H:22]5[CH2:23][CH2:24][C@@H:25]6[CH2:30][C@@H:29]([OH:31])[CH2:28][CH2:27][C@:26]6([CH3:32])[C@H:21]5[CH2:20][CH2:19][C@:18]4([CH3:33])[C@H:13]3[C@@H:12]2[CH3:34])[CH2:10][CH2:9]1. The catalyst is O1CCCC1. The reactants are N1CCSCC1.[CH3:7][C@@H:8]1[CH2:36][O:35][C@@:11]2([O:15][C@H:14]3[CH2:16][C@H:17]4[C@@H:22]5[CH2:23][CH2:24][C@@H:25]6[CH2:30][C@@H:29]([OH:31])[CH2:28][CH2:27][C@:26]6([CH3:32])[C@H:21]5[CH2:20][CH2:19][C@:18]4([CH3:33])[C@H:13]3[C@@H:12]2[CH3:34])[CH2:10][CH2:9]1.C([O-])(=O)C=C. The yield is 0.980. (4) The reactants are CC1(C)CCCC(C)(C)N1.[Li]CCCC.[Br:16][C:17]1[CH:22]=[CH:21][C:20]([F:23])=[CH:19][CH:18]=1.B(OC)(OC)[O:25]C.C(O)(=O)C.OO. The catalyst is C1COCC1. The product is [Br:16][C:17]1[CH:22]=[CH:21][C:20]([F:23])=[C:19]([OH:25])[CH:18]=1. The yield is 0.850. (5) The reactants are [CH3:1][C:2]([C:21]1[CH:29]=[CH:28][C:27]([F:30])=[CH:26][C:22]=1[C:23](O)=[O:24])([CH3:20])[CH2:3][C@:4]([O:12][Si:13]([CH2:18][CH3:19])([CH2:16][CH3:17])[CH2:14][CH3:15])([C:8]([F:11])([F:10])[F:9])[CH2:5][C:6]#[CH:7].[N:31]1C=CC=CC=1.S(Cl)(Cl)=O.N. The product is [CH3:1][C:2]([C:21]1[CH:29]=[CH:28][C:27]([F:30])=[CH:26][C:22]=1[C:23]([NH2:31])=[O:24])([CH3:20])[CH2:3][C@:4]([O:12][Si:13]([CH2:18][CH3:19])([CH2:16][CH3:17])[CH2:14][CH3:15])([C:8]([F:11])([F:10])[F:9])[CH2:5][C:6]#[CH:7]. The catalyst is C(Cl)Cl. The yield is 0.500. (6) The reactants are C(O[C:5](=[O:7])C)(=O)C.C(O)=O.[F:11][C:12]1[CH:13]=[C:14]([N+:19]([O-:21])=[O:20])[C:15]([NH2:18])=[N:16][CH:17]=1. No catalyst specified. The product is [F:11][C:12]1[CH:13]=[C:14]([N+:19]([O-:21])=[O:20])[C:15]([NH:18][CH:5]=[O:7])=[N:16][CH:17]=1. The yield is 0.960. (7) The product is [Cl:10][C:11]1[CH:16]=[CH:15][C:14]([C:2]2[C:7]([CH:8]=[O:9])=[CH:6][N:5]=[CH:4][CH:3]=2)=[C:13]([F:20])[CH:12]=1. The yield is 0.390. The reactants are Br[C:2]1[C:7]([CH:8]=[O:9])=[CH:6][N:5]=[CH:4][CH:3]=1.[Cl:10][C:11]1[CH:16]=[CH:15][C:14](B(O)O)=[C:13]([F:20])[CH:12]=1.C(=O)([O-])[O-].[Cs+].[Cs+].C1COCC1. The catalyst is C1C=CC([P]([Pd]([P](C2C=CC=CC=2)(C2C=CC=CC=2)C2C=CC=CC=2)([P](C2C=CC=CC=2)(C2C=CC=CC=2)C2C=CC=CC=2)[P](C2C=CC=CC=2)(C2C=CC=CC=2)C2C=CC=CC=2)(C2C=CC=CC=2)C2C=CC=CC=2)=CC=1.O. (8) The reactants are [CH3:1][O:2][C:3](=[O:12])[C:4]1[CH:9]=[CH:8][C:7]([CH3:10])=[CH:6][C:5]=1[OH:11].[C:13]1(P([C:13]2[CH:18]=CC=[CH:15][CH:14]=2)[C:13]2[CH:18]=CC=[CH:15][CH:14]=2)[CH:18]=CC=[CH:15][CH:14]=1.C(O)CCC.CC(OC(/N=N/C(OC(C)C)=O)=O)C. The catalyst is C1COCC1. The product is [CH3:1][O:2][C:3](=[O:12])[C:4]1[CH:9]=[CH:8][C:7]([CH3:10])=[CH:6][C:5]=1[O:11][CH2:18][CH2:13][CH2:14][CH3:15]. The yield is 0.740. (9) The reactants are [P:1]([O:13][CH2:14][C@@H:15]1[C@@H:22]2[C@@H:18]([O:19][C:20]([CH3:24])([CH3:23])[O:21]2)[C@H:17]([N:25]2[C:33](Br)=[N:32][C:31]3[C:26]2=[N:27][CH:28]=[N:29][C:30]=3[N:35]([CH3:37])[CH3:36])[O:16]1)([O:8][C:9]([CH3:12])([CH3:11])[CH3:10])([O:3][C:4]([CH3:7])([CH3:6])[CH3:5])=[O:2].[CH3:38][N:39](C=O)C. The catalyst is [C-]#N.C([N+](CC)(CC)CC)C.[Cl-].[Na+].O. The product is [P:1]([O:13][CH2:14][C@@H:15]1[C@@H:22]2[C@@H:18]([O:19][C:20]([CH3:24])([CH3:23])[O:21]2)[C@H:17]([N:25]2[C:33]([C:38]#[N:39])=[N:32][C:31]3[C:26]2=[N:27][CH:28]=[N:29][C:30]=3[N:35]([CH3:37])[CH3:36])[O:16]1)([O:8][C:9]([CH3:12])([CH3:11])[CH3:10])([O:3][C:4]([CH3:7])([CH3:6])[CH3:5])=[O:2]. The yield is 0.580.